Task: Predict the reaction yield, written as a fraction of the theoretical maximum amount of product (1.0 means a 100% yield; for example, 0.34 means a 34% yield).. Dataset: Reaction yield outcomes from USPTO patents with 853,638 reactions (1) The reactants are [Br:1][CH2:2][CH2:3]Br.[CH2:5]([O:7][P:8]([O:12]CC)[O:9][CH2:10][CH3:11])[CH3:6]. No catalyst specified. The product is [Br:1][CH2:2][CH2:3][P:8](=[O:12])([O:9][CH2:10][CH3:11])[O:7][CH2:5][CH3:6]. The yield is 0.950. (2) The reactants are [CH3:1][S:2]([C:5]1[CH:36]=[CH:35][C:8]([CH2:9][NH:10][C:11]([C:13]2[C:14](=[O:34])[N:15]([C:24]3[CH:29]=[CH:28][CH:27]=[C:26]([C:30]([F:33])([F:32])[F:31])[CH:25]=3)[C:16]([CH3:23])=[C:17]([C:19](=[NH:22])[NH:20][OH:21])[CH:18]=2)=[O:12])=[CH:7][CH:6]=1)(=[O:4])=[O:3].[C:37](OC(=O)C)(=O)[CH3:38]. The catalyst is C1(C)C=CC=CC=1. The product is [CH3:1][S:2]([C:5]1[CH:36]=[CH:35][C:8]([CH2:9][NH:10][C:11]([C:13]2[C:14](=[O:34])[N:15]([C:24]3[CH:29]=[CH:28][CH:27]=[C:26]([C:30]([F:31])([F:33])[F:32])[CH:25]=3)[C:16]([CH3:23])=[C:17]([C:19]3[N:22]=[C:37]([CH3:38])[O:21][N:20]=3)[CH:18]=2)=[O:12])=[CH:7][CH:6]=1)(=[O:3])=[O:4]. The yield is 0.350. (3) The reactants are [CH3:1][O:2][C:3]1[CH:8]=[CH:7][C:6]([CH2:9][NH2:10])=[CH:5][CH:4]=1.C(O)(=O)C.[F:15][C:16]1[CH:17]=[C:18]([CH:21]=[CH:22][C:23]=1[F:24])[CH:19]=O.C([BH3-])#N. The catalyst is ClCCl. The product is [F:15][C:16]1[CH:17]=[C:18]([CH:21]=[CH:22][C:23]=1[F:24])[CH2:19][NH:10][CH2:9][C:6]1[CH:7]=[CH:8][C:3]([O:2][CH3:1])=[CH:4][CH:5]=1. The yield is 0.800. (4) The reactants are [Cl:1][C:2]1[C:33]([F:34])=[CH:32][CH:31]=[CH:30][C:3]=1[CH2:4][NH:5][C:6](=[O:29])[N:7]([CH:9]([CH2:25][CH2:26][CH:27]=O)[CH2:10][O:11][C:12](=[O:24])[NH:13][C:14]1[N:15]=[CH:16][C:17]2[C:22]([CH:23]=1)=[CH:21][CH:20]=[CH:19][CH:18]=2)[CH3:8].[C:35]([O:39][C:40](=[O:45])[NH:41][CH2:42][CH2:43][NH2:44])([CH3:38])([CH3:37])[CH3:36].C(O[BH-](OC(=O)C)OC(=O)C)(=O)C.[Na+]. The catalyst is ClCCCl.CC(O)=O. The product is [C:35]([O:39][C:40]([NH:41][CH2:42][CH2:43][NH:44][CH2:27][CH2:26][CH2:25][CH:9]([N:7]([CH3:8])[C:6]([NH:5][CH2:4][C:3]1[CH:30]=[CH:31][CH:32]=[C:33]([F:34])[C:2]=1[Cl:1])=[O:29])[CH2:10][O:11][C:12](=[O:24])[NH:13][C:14]1[N:15]=[CH:16][C:17]2[C:22]([CH:23]=1)=[CH:21][CH:20]=[CH:19][CH:18]=2)=[O:45])([CH3:38])([CH3:36])[CH3:37]. The yield is 0.250. (5) The reactants are [NH2:1][C:2]1[CH:6]=[CH:5][NH:4][C:3]=1[C:7]([O:9][CH2:10][CH3:11])=[O:8].[C:12]([Si:16]([CH3:36])([CH3:35])[O:17][C:18]1[CH:34]=[CH:33][C:21]2[NH:22][C:23]([S:25][C:26]3[O:30][C:29]([CH:31]=O)=[CH:28][CH:27]=3)=[N:24][C:20]=2[CH:19]=1)([CH3:15])([CH3:14])[CH3:13].[C:37]1(=O)[CH2:42][CH2:41][CH2:40][C:39](=[O:43])[CH2:38]1. The yield is 0.230. The catalyst is C(O)CCC. The product is [CH2:10]([O:9][C:7]([C:3]1[NH:4][CH:5]=[C:6]2[CH:31]([C:29]3[O:30][C:26]([S:25][C:23]4[NH:22][C:21]5[CH:33]=[CH:34][C:18]([O:17][Si:16]([C:12]([CH3:15])([CH3:14])[CH3:13])([CH3:35])[CH3:36])=[CH:19][C:20]=5[N:24]=4)=[CH:27][CH:28]=3)[C:38]3[C:39](=[O:43])[CH2:40][CH2:41][CH2:42][C:37]=3[NH:1][C:2]=12)=[O:8])[CH3:11]. (6) No catalyst specified. The reactants are [I:1][C:2]1[CH:3]=[C:4]2[C:9](=[CH:10][CH:11]=1)[O:8][C@H:7]([C:12]([OH:14])=O)[CH2:6][CH2:5]2.Cl.Cl.[NH2:17][CH2:18][C@@H:19]([C:21]1[CH:22]=[N:23][CH:24]=[CH:25][CH:26]=1)[OH:20]. The yield is 0.870. The product is [OH:20][C@H:19]([C:21]1[CH:22]=[N:23][CH:24]=[CH:25][CH:26]=1)[CH2:18][NH:17][C:12]([C@@H:7]1[CH2:6][CH2:5][C:4]2[C:9](=[CH:10][CH:11]=[C:2]([I:1])[CH:3]=2)[O:8]1)=[O:14]. (7) The reactants are [S:1]([O:8]S(C(F)(F)F)(=O)=O)([C:4]([F:7])([F:6])[F:5])(=[O:3])=[O:2].[Si:16]([O:23][CH2:24][C@H:25]1[N:29]([C:30](=[O:53])[C:31]2[CH:36]=[C:35]([O:37][CH3:38])[C:34]([O:39][Si:40]([CH:47]([CH3:49])[CH3:48])([CH:44]([CH3:46])[CH3:45])[CH:41]([CH3:43])[CH3:42])=[CH:33][C:32]=2[N+:50]([O-:52])=[O:51])[CH2:28][C:27](=O)[CH2:26]1)([C:19]([CH3:22])([CH3:21])[CH3:20])([CH3:18])[CH3:17].N1C(C)=CC=CC=1C. The catalyst is C(Cl)Cl. The product is [F:5][C:4]([F:7])([F:6])[S:1]([O:8][C:27]1[CH2:26][C@@H:25]([CH2:24][O:23][Si:16]([C:19]([CH3:21])([CH3:20])[CH3:22])([CH3:18])[CH3:17])[N:29]([C:30](=[O:53])[C:31]2[CH:36]=[C:35]([O:37][CH3:38])[C:34]([O:39][Si:40]([CH:41]([CH3:43])[CH3:42])([CH:44]([CH3:45])[CH3:46])[CH:47]([CH3:49])[CH3:48])=[CH:33][C:32]=2[N+:50]([O-:52])=[O:51])[CH:28]=1)(=[O:3])=[O:2]. The yield is 0.820.